This data is from Forward reaction prediction with 1.9M reactions from USPTO patents (1976-2016). The task is: Predict the product of the given reaction. (1) Given the reactants I[C:2]1[CH:3]=[CH:4][C:5]2[N:6]([S:15]([C:18]3[CH:23]=[CH:22][C:21]([CH3:24])=[CH:20][CH:19]=3)(=[O:17])=[O:16])[C:7]3[C:12]([C:13]=2[CH:14]=1)=[CH:11][CH:10]=[CH:9][CH:8]=3.[CH:25]1[C:37]2[NH:36][C:35]3[C:30](=[CH:31][CH:32]=[CH:33][CH:34]=3)[C:29]=2[CH:28]=[CH:27][CH:26]=1.N[C@@H]1CCCC[C@H]1N.[O-]P([O-])([O-])=O.[K+].[K+].[K+], predict the reaction product. The product is: [CH:34]1[C:35]2[N:36]([C:2]3[CH:3]=[CH:4][C:5]4[N:6]([S:15]([C:18]5[CH:23]=[CH:22][C:21]([CH3:24])=[CH:20][CH:19]=5)(=[O:17])=[O:16])[C:7]5[C:12]([C:13]=4[CH:14]=3)=[CH:11][CH:10]=[CH:9][CH:8]=5)[C:37]3[C:29](=[CH:28][CH:27]=[CH:26][CH:25]=3)[C:30]=2[CH:31]=[CH:32][CH:33]=1. (2) Given the reactants [NH:1]1[CH2:5][CH2:4][C@@H:3]([OH:6])[CH2:2]1.Br[C:8]1[CH:9]=[N:10][CH:11]=[CH:12][CH:13]=1.[OH-].[Na+], predict the reaction product. The product is: [N:10]1[CH:11]=[CH:12][CH:13]=[C:8]([N:1]2[CH2:5][CH2:4][C@@H:3]([OH:6])[CH2:2]2)[CH:9]=1. (3) Given the reactants [CH3:1][S:2][C:3]1[CH:8]=[CH:7][C:6]([N:9]2[CH2:13][C@H:12]([CH2:14][N:15]=[N+:16]=[N-:17])[O:11][C:10]2=[O:18])=[CH:5][CH:4]=1.[C:19]12CC(CC1)=C[CH:20]=2, predict the reaction product. The product is: [CH3:1][S:2][C:3]1[CH:8]=[CH:7][C:6]([N:9]2[CH2:13][C@H:12]([CH2:14][N:15]3[CH:20]=[CH:19][N:17]=[N:16]3)[O:11][C:10]2=[O:18])=[CH:5][CH:4]=1. (4) Given the reactants F[C:2]1[CH:3]=[C:4]([CH:15]=[C:16](F)[CH:17]=1)[C:5]([C:7]1[CH:12]=[CH:11][C:10]([O:13][CH3:14])=[CH:9][CH:8]=1)=[O:6].[C:19](=[O:22])([O-])[O-].[K+].[K+].[OH2:25], predict the reaction product. The product is: [C:2]1([O:25][C:2]2[CH:3]=[C:4]([CH:15]=[C:16]([O:22][C:19]3[CH:11]=[CH:12][CH:7]=[CH:8][CH:9]=3)[CH:17]=2)[C:5]([C:7]2[CH:12]=[CH:11][C:10]([O:13][CH3:14])=[CH:9][CH:8]=2)=[O:6])[CH:3]=[CH:4][CH:15]=[CH:16][CH:17]=1. (5) Given the reactants [Br:1][C:2]1[CH:7]=[CH:6][C:5]([SH:8])=[C:4]([O:9][C:10]([F:13])([F:12])[F:11])[CH:3]=1.[H-].[Na+], predict the reaction product. The product is: [Br:1][C:2]1[CH:7]=[CH:6][C:5]([S:8][C:10]([F:13])([F:12])[F:11])=[C:4]([O:9][C:10]([F:11])([F:13])[F:12])[CH:3]=1. (6) The product is: [Cl:25][CH2:24][CH2:23][CH2:22][O:1][C:2]1[CH:3]=[CH:4][C:5]([C:8]2[CH:13]=[CH:12][C:11]([CH3:14])=[CH:10][CH:9]=2)=[CH:6][CH:7]=1. Given the reactants [OH:1][C:2]1[CH:7]=[CH:6][C:5]([C:8]2[CH:13]=[CH:12][C:11]([CH3:14])=[CH:10][CH:9]=2)=[CH:4][CH:3]=1.C(=O)([O-])[O-].[K+].[K+].Br[CH2:22][CH2:23][CH2:24][Cl:25], predict the reaction product. (7) Given the reactants [Cl:1][C:2]1[N:3]=[CH:4][C:5]2[NH:11][C:10](=[O:12])[C:9]([F:14])([F:13])[CH2:8][N:7]([CH:15]3[CH2:20][CH2:19][CH2:18][CH2:17][CH2:16]3)[C:6]=2[N:21]=1.[CH3:22]N(C)C=O.C(=O)([O-])[O-].[Cs+].[Cs+].IC, predict the reaction product. The product is: [Cl:1][C:2]1[N:3]=[CH:4][C:5]2[N:11]([CH3:22])[C:10](=[O:12])[C:9]([F:14])([F:13])[CH2:8][N:7]([CH:15]3[CH2:20][CH2:19][CH2:18][CH2:17][CH2:16]3)[C:6]=2[N:21]=1. (8) Given the reactants Cl[CH2:2][CH2:3][CH2:4][CH2:5][CH2:6][CH2:7][O:8][C:9]1[C:10]([O:29][CH3:30])=[CH:11][CH:12]=[C:13]2[C:18]=1[NH:17][C:16](=[O:19])[CH:15]=[C:14]2[NH:20][C:21]1[C:26]([Cl:27])=[CH:25][N:24]=[CH:23][C:22]=1[Cl:28].[NH2:31][CH2:32][CH2:33][CH2:34][OH:35], predict the reaction product. The product is: [Cl:28][C:22]1[CH:23]=[N:24][CH:25]=[C:26]([Cl:27])[C:21]=1[NH:20][C:14]1[C:13]2[C:18](=[C:9]([O:8][CH2:7][CH2:6][CH2:5][CH2:4][CH2:3][CH2:2][NH:31][CH2:32][CH2:33][CH2:34][OH:35])[C:10]([O:29][CH3:30])=[CH:11][CH:12]=2)[NH:17][C:16](=[O:19])[CH:15]=1. (9) Given the reactants [NH2:1][C:2]1[C:10]2[C:9]([C:11]3[CH:16]=[CH:15][C:14]([Cl:17])=[C:13]([Cl:18])[CH:12]=3)=[N:8][C:7](S(C)=O)=[N:6][C:5]=2[S:4][C:3]=1[C:22]([NH2:24])=[O:23].[NH2:25][CH:26]([CH3:29])[CH2:27][OH:28], predict the reaction product. The product is: [NH2:1][C:2]1[C:10]2[C:9]([C:11]3[CH:16]=[CH:15][C:14]([Cl:17])=[C:13]([Cl:18])[CH:12]=3)=[N:8][C:7]([NH:25][CH:26]([CH3:29])[CH2:27][OH:28])=[N:6][C:5]=2[S:4][C:3]=1[C:22]([NH2:24])=[O:23]. (10) Given the reactants [C:1]([C:5]1[N:10]=[C:9]([NH:11][C:12]2[CH:17]=[C:16](Cl)[N:15]=[N:14][C:13]=2[C:19]([NH2:21])=[O:20])[CH:8]=[CH:7][CH:6]=1)([CH3:4])([CH3:3])[CH3:2].[NH2:22][C@@H:23]1[CH2:28][CH2:27][O:26][CH2:25][C@@H:24]1[NH:29][C:30](=[O:36])[O:31][C:32]([CH3:35])([CH3:34])[CH3:33], predict the reaction product. The product is: [C:1]([C:5]1[N:10]=[C:9]([NH:11][C:12]2[CH:17]=[C:16]([NH:22][C@@H:23]3[CH2:28][CH2:27][O:26][CH2:25][C@@H:24]3[NH:29][C:30](=[O:36])[O:31][C:32]([CH3:34])([CH3:33])[CH3:35])[N:15]=[N:14][C:13]=2[C:19](=[O:20])[NH2:21])[CH:8]=[CH:7][CH:6]=1)([CH3:4])([CH3:3])[CH3:2].